Dataset: Reaction yield outcomes from USPTO patents with 853,638 reactions. Task: Predict the reaction yield, written as a fraction of the theoretical maximum amount of product (1.0 means a 100% yield; for example, 0.34 means a 34% yield). (1) The reactants are FC(F)(F)C([NH:5][C:6]1[CH:11]=[CH:10][C:9]([CH:12]([CH3:14])[CH3:13])=[CH:8][C:7]=1[N+:15]([O-:17])=[O:16])=O.O.C(=O)([O-])[O-].[K+].[K+]. The catalyst is CO. The product is [CH:12]([C:9]1[CH:10]=[CH:11][C:6]([NH2:5])=[C:7]([N+:15]([O-:17])=[O:16])[CH:8]=1)([CH3:14])[CH3:13]. The yield is 0.610. (2) The product is [Br:1][C:2]1[CH:3]=[C:4]([C:8]([NH:12][C:13](=[O:19])[O:14][C:15]([CH3:18])([CH3:17])[CH3:16])([CH3:11])[CH2:9][NH:21][CH3:20])[CH:5]=[CH:6][CH:7]=1. The catalyst is ClC(Cl)C.O.CC(O)=O. The reactants are [Br:1][C:2]1[CH:3]=[C:4]([C:8]([NH:12][C:13](=[O:19])[O:14][C:15]([CH3:18])([CH3:17])[CH3:16])([CH3:11])[CH:9]=O)[CH:5]=[CH:6][CH:7]=1.[CH3:20][NH2:21].C(O[BH-](OC(=O)C)OC(=O)C)(=O)C.[Na+]. The yield is 0.600. (3) The reactants are [Br:1][C:2]1[C:3](F)=[C:4]2[C:10]([NH:11][C:12]([CH:14]3[CH2:16][C:15]3([F:18])[F:17])=[O:13])=[CH:9][NH:8][C:5]2=[N:6][CH:7]=1.[NH:20]1[CH2:25][CH2:24][CH2:23][C@@H:22]([NH:26][C:27](=[O:33])[O:28][C:29]([CH3:32])([CH3:31])[CH3:30])[CH2:21]1.C(N(C(C)C)C(C)C)C.CCCCO. The catalyst is CC#N.O. The product is [Br:1][C:2]1[C:3]([N:20]2[CH2:25][CH2:24][CH2:23][C@@H:22]([NH:26][C:27](=[O:33])[O:28][C:29]([CH3:31])([CH3:30])[CH3:32])[CH2:21]2)=[C:4]2[C:10]([NH:11][C:12]([CH:14]3[CH2:16][C:15]3([F:18])[F:17])=[O:13])=[CH:9][NH:8][C:5]2=[N:6][CH:7]=1. The yield is 0.350. (4) The catalyst is CO. The reactants are [F:1][C:2]1[CH:3]=[C:4]([CH:13]=[C:14]([N+:16]([O-])=O)[CH:15]=1)[CH2:5][N:6]1[CH2:11][CH2:10][N:9]([CH3:12])[CH2:8][CH2:7]1. The yield is 1.00. The product is [F:1][C:2]1[CH:15]=[C:14]([CH:13]=[C:4]([CH2:5][N:6]2[CH2:11][CH2:10][N:9]([CH3:12])[CH2:8][CH2:7]2)[CH:3]=1)[NH2:16].